From a dataset of Catalyst prediction with 721,799 reactions and 888 catalyst types from USPTO. Predict which catalyst facilitates the given reaction. (1) Reactant: [CH3:1][C:2]1[O:3][C:4]2[C:9]([C:10](=[O:12])[CH:11]=1)=[CH:8][CH:7]=[CH:6][C:5]=2[CH:13]=O.O=[C:16]([CH3:23])[CH2:17][C:18]([O:20][CH2:21][CH3:22])=[O:19].[NH2:24]/[C:25](/[CH3:29])=[CH:26]\[C:27]#[N:28].C(O)(=O)C. Product: [C:27]([C:26]1[CH:13]([C:5]2[CH:6]=[CH:7][CH:8]=[C:9]3[C:4]=2[O:3][C:2]([CH3:1])=[CH:11][C:10]3=[O:12])[C:17]([C:18]([O:20][CH2:21][CH3:22])=[O:19])=[C:16]([CH3:23])[NH:24][C:25]=1[CH3:29])#[N:28]. The catalyst class is: 41. (2) Reactant: [CH:1]1[C:10]2[C:5](=[C:6]([CH2:11][C:12]([O:14]C)=O)[CH:7]=[CH:8][CH:9]=2)[CH:4]=[CH:3][N:2]=1.[Br:16][C:17]1[CH:22]=[CH:21][C:20]([CH:23]([NH2:25])[CH3:24])=[CH:19][CH:18]=1.BrC1C=CC(CN)=CC=1.N.Cl. Product: [Br:16][C:17]1[CH:22]=[CH:21][C:20]([CH:23]([NH:25][C:12](=[O:14])[CH2:11][C:6]2[CH:7]=[CH:8][CH:9]=[C:10]3[C:5]=2[CH:4]=[CH:3][N:2]=[CH:1]3)[CH3:24])=[CH:19][CH:18]=1. The catalyst class is: 6. (3) Reactant: [F:1][C:2]([F:29])([F:28])[C:3]1[CH:4]=[C:5]([S:9]([N:12]2[CH2:16][C@H:15]3[C@H:17]([NH:20][C:21](=[O:27])[C@H:22]([CH2:24][CH2:25][CH3:26])[NH2:23])[CH2:18][CH2:19][C@H:14]3[CH2:13]2)(=[O:11])=[O:10])[CH:6]=[CH:7][CH:8]=1.F[C:31](F)(F)[C:32]1C=C(S(N2C[C@H]3[C@H](N)CC[C@H]3C2)(=O)=O)C=C[CH:37]=1.C(=O)C(C)(C)C. Product: [CH:32]([NH:23][C@H:22]([C:21]([NH:20][C@H:17]1[C@H:15]2[C@H:14]([CH2:13][N:12]([S:9]([C:5]3[CH:6]=[CH:7][CH:8]=[C:3]([C:2]([F:1])([F:28])[F:29])[CH:4]=3)(=[O:11])=[O:10])[CH2:16]2)[CH2:19][CH2:18]1)=[O:27])[CH2:24][CH2:25][CH3:26])([CH3:37])[CH3:31]. The catalyst class is: 21. (4) Reactant: C(N1C(C2SC3CCOC4C=C(C5CN([CH2:27][C:28]([NH2:30])=[O:29])C5)C=CC=4C=3N=2)=NC=N1)(C)C.[NH:31]1[CH2:34][CH:33]([C:35]2[CH:36]=[CH:37][C:38]3[O:47][CH2:46][CH2:45][C:44]4[S:43][C:42]([C:48]5[N:49]([CH:53]([CH3:55])[CH3:54])[N:50]=[CH:51][N:52]=5)=[N:41][C:40]=4[C:39]=3[CH:56]=2)[CH2:32]1.BrCC(N)=O. Product: [CH:53]([N:49]1[C:48]([C:42]2[S:43][C:44]3[CH2:45][CH2:46][O:47][C:38]4[CH:37]=[CH:36][C:35]([CH:33]5[CH2:34][N:31]([CH2:27][C:28]([NH2:30])=[O:29])[CH2:32]5)=[CH:56][C:39]=4[C:40]=3[N:41]=2)=[N:52][CH:51]=[N:50]1)([CH3:54])[CH3:55]. The catalyst class is: 3. (5) Reactant: [CH2:1]([O:4][C:5]1[CH:10]=[CH:9][C:8]([CH:11](O)[C:12]([CH3:15])([CH3:14])[CH3:13])=[CH:7][CH:6]=1)[CH:2]=[CH2:3].C[SiH](C)C.FC(F)(F)C(O)=O. Product: [CH2:1]([O:4][C:5]1[CH:6]=[CH:7][C:8]([CH2:11][C:12]([CH3:15])([CH3:14])[CH3:13])=[CH:9][CH:10]=1)[CH:2]=[CH2:3]. The catalyst class is: 4.